From a dataset of Catalyst prediction with 721,799 reactions and 888 catalyst types from USPTO. Predict which catalyst facilitates the given reaction. (1) Reactant: [C:1]([N:4]1[CH2:9][CH2:8][C:7]([CH2:14][N:15]2[CH2:20][CH2:19][N:18]([S:21]([C:24]3[C:29](=O)[C:28]4[CH:31]=[CH:32][C:33]([Cl:35])=[CH:34][C:27]=4[O:26][CH:25]=3)(=[O:23])=[O:22])[CH2:17][C:16]2=[O:36])([C:10]([O:12][CH3:13])=[O:11])[CH2:6][CH2:5]1)(=[O:3])[CH3:2].[BH4-].[Na+]. Product: [C:1]([N:4]1[CH2:5][CH2:6][C:7]([CH2:14][N:15]2[CH2:20][CH2:19][N:18]([S:21]([C:24]3[CH2:25][O:26][C:27]4[CH:34]=[C:33]([Cl:35])[CH:32]=[CH:31][C:28]=4[CH:29]=3)(=[O:22])=[O:23])[CH2:17][C:16]2=[O:36])([C:10]([O:12][CH3:13])=[O:11])[CH2:8][CH2:9]1)(=[O:3])[CH3:2]. The catalyst class is: 5. (2) Reactant: [Cl:1][C:2]1[CH:7]=[CH:6][C:5]([C:8]2[C:9]([NH2:14])=[CH:10][CH:11]=[CH:12][CH:13]=2)=[CH:4][CH:3]=1.[C:15](OC(=O)C)(=[O:17])[CH3:16].N1C=CC=CC=1. Product: [Cl:1][C:2]1[CH:3]=[CH:4][C:5]([C:8]2[CH:13]=[CH:12][CH:11]=[CH:10][C:9]=2[NH:14][C:15](=[O:17])[CH3:16])=[CH:6][CH:7]=1. The catalyst class is: 142. (3) Reactant: [NH2:1][C:2]1[C:3]2[CH:15]=[C:14]([CH3:16])[S:13][C:4]=2[NH:5][C:6]2[CH:12]=[CH:11][CH:10]=[CH:9][C:7]=2[N:8]=1.[CH3:17][N:18]1[CH2:23][CH2:22]N[CH2:20][CH2:19]1.CO. Product: [CH3:16][C:14]1[S:13][C:4]2[NH:5][C:6]3[CH:12]=[CH:11][CH:10]=[CH:9][C:7]=3[N:8]=[C:2]([N:1]3[CH2:22][CH2:23][N:18]([CH3:17])[CH2:19][CH2:20]3)[C:3]=2[CH:15]=1. The catalyst class is: 6. (4) Reactant: [C:1]1([OH:7])[CH:6]=[CH:5][CH:4]=[CH:3][CH:2]=1.[H-].[Na+].Cl[C:11]1[C:16]([N+:17]([O-:19])=[O:18])=[C:15]([NH:20][CH2:21][CH2:22][O:23][CH2:24][CH2:25][NH:26][C:27](=[O:33])[O:28][C:29]([CH3:32])([CH3:31])[CH3:30])[C:14]([CH3:34])=[C:13]([CH3:35])[N:12]=1.[O-]C1C=CC=CC=1.[Na+]. Product: [CH3:35][C:13]1[C:14]([CH3:34])=[C:15]([NH:20][CH2:21][CH2:22][O:23][CH2:24][CH2:25][NH:26][C:27](=[O:33])[O:28][C:29]([CH3:32])([CH3:31])[CH3:30])[C:16]([N+:17]([O-:19])=[O:18])=[C:11]([O:7][C:1]2[CH:6]=[CH:5][CH:4]=[CH:3][CH:2]=2)[N:12]=1. The catalyst class is: 54. (5) The catalyst class is: 13. Product: [I:16][C:13]1[CH:14]=[CH:15][C:10]2[N:11]([CH:17]=[C:8]([NH2:7])[N:9]=2)[N:12]=1. Reactant: C(OC(=O)[NH:7][C:8]1[N:9]=[C:10]2[CH:15]=[CH:14][C:13]([I:16])=[N:12][N:11]2[CH:17]=1)(C)(C)C.Cl.C(OCC)(=O)C.C(OCC)C. (6) Reactant: [O:1]1[C:5]2[CH:6]=[CH:7][C:8]([C:10]#[C:11][C:12]([N:14]3[CH2:29][CH2:28][C:17]4([CH2:20][N:19](C(OC(C)(C)C)=O)[CH2:18]4)[CH2:16][CH2:15]3)=[O:13])=[CH:9][C:4]=2[O:3][CH2:2]1.[ClH:30]. Product: [ClH:30].[O:1]1[C:5]2[CH:6]=[CH:7][C:8]([C:10]#[C:11][C:12]([N:14]3[CH2:15][CH2:16][C:17]4([CH2:18][NH:19][CH2:20]4)[CH2:28][CH2:29]3)=[O:13])=[CH:9][C:4]=2[O:3][CH2:2]1. The catalyst class is: 12. (7) Reactant: [CH3:1][C:2]1[CH:11]=[CH:10][C:5]([C:6]([O:8]C)=[O:7])=[CH:4][C:3]=1[NH:12][C:13](=[O:28])[C:14]1[CH:19]=[CH:18][C:17]([O:20][CH2:21][C:22]2[CH:27]=[CH:26][CH:25]=[CH:24][N:23]=2)=[CH:16][CH:15]=1.[OH-].[Na+].Cl. Product: [CH3:1][C:2]1[CH:11]=[CH:10][C:5]([C:6]([OH:8])=[O:7])=[CH:4][C:3]=1[NH:12][C:13](=[O:28])[C:14]1[CH:19]=[CH:18][C:17]([O:20][CH2:21][C:22]2[CH:27]=[CH:26][CH:25]=[CH:24][N:23]=2)=[CH:16][CH:15]=1. The catalyst class is: 24. (8) Reactant: C1COCC1.O.[O:7]1[CH2:12][CH2:11][O:10][C:9]2[CH:13]=[CH:14][C:15]([CH:17]([CH3:23])[C:18]([O:20]CC)=[O:19])=[CH:16][C:8]1=2.[OH-].[Na+].C(O)(=O)C. Product: [O:7]1[CH2:12][CH2:11][O:10][C:9]2[CH:13]=[CH:14][C:15]([CH:17]([CH3:23])[C:18]([OH:20])=[O:19])=[CH:16][C:8]1=2. The catalyst class is: 6. (9) Reactant: [CH:1]1([C:4]2[CH:13]=[C:12]3[C:7]([CH:8]=[CH:9][CH:10]=[N:11]3)=[CH:6][CH:5]=2)[CH2:3][CH2:2]1.C1C(=O)N([Br:21])C(=O)C1. Product: [Br:21][C:13]1[C:4]([CH:1]2[CH2:3][CH2:2]2)=[CH:5][CH:6]=[C:7]2[C:12]=1[N:11]=[CH:10][CH:9]=[CH:8]2. The catalyst class is: 3. (10) Reactant: [CH3:1][N:2]1[C:11]2[C:6](=[CH:7][CH:8]=[CH:9][C:10]=2[O:12]C)[CH:5]=[CH:4][C:3]1=[O:14]. Product: [OH:12][C:10]1[CH:9]=[CH:8][CH:7]=[C:6]2[C:11]=1[N:2]([CH3:1])[C:3](=[O:14])[CH:4]=[CH:5]2. The catalyst class is: 570.